From a dataset of Forward reaction prediction with 1.9M reactions from USPTO patents (1976-2016). Predict the product of the given reaction. The product is: [CH:1]1([O:6][C:7]([N:9]2[CH2:10][CH2:11][N:12]([CH:15]3[C:21]4=[N:22][CH:23]=[CH:24][CH:25]=[C:20]4[CH:19]=[C:18]([CH:26]([NH:33][C:47]([O:48][C:49]4([CH:52]5[CH2:54][CH2:53]5)[CH2:51][CH2:50]4)=[O:46])[C:27]4[N:28]([CH3:32])[CH:29]=[N:30][CH:31]=4)[C:17]4[CH:34]=[C:35]([Cl:38])[CH:36]=[CH:37][C:16]3=4)[CH2:13][CH2:14]2)=[O:8])[CH2:5][CH2:4][CH2:3][CH2:2]1. Given the reactants [CH:1]1([O:6][C:7]([N:9]2[CH2:14][CH2:13][N:12]([CH:15]3[C:21]4=[N:22][CH:23]=[CH:24][CH:25]=[C:20]4[CH:19]=[C:18]([CH:26]([NH2:33])[C:27]4[N:28]([CH3:32])[CH:29]=[N:30][CH:31]=4)[C:17]4[CH:34]=[C:35]([Cl:38])[CH:36]=[CH:37][C:16]3=4)[CH2:11][CH2:10]2)=[O:8])[CH2:5][CH2:4][CH2:3][CH2:2]1.O=C1CCC(=O)N1[O:46][C:47](=O)[O:48][C:49]1([CH:52]2[CH2:54][CH2:53]2)[CH2:51][CH2:50]1, predict the reaction product.